This data is from Peptide-MHC class I binding affinity with 185,985 pairs from IEDB/IMGT. The task is: Regression. Given a peptide amino acid sequence and an MHC pseudo amino acid sequence, predict their binding affinity value. This is MHC class I binding data. (1) The peptide sequence is RIKQIINMW. The MHC is HLA-B58:01 with pseudo-sequence HLA-B58:01. The binding affinity (normalized) is 0.473. (2) The binding affinity (normalized) is 0.261. The MHC is Mamu-B08 with pseudo-sequence Mamu-B08. The peptide sequence is KRYTTGGTS. (3) The peptide sequence is ITLWQRPLV. The MHC is HLA-A02:03 with pseudo-sequence HLA-A02:03. The binding affinity (normalized) is 0.0825. (4) The peptide sequence is YQYGDNLIL. The MHC is HLA-A11:01 with pseudo-sequence HLA-A11:01. The binding affinity (normalized) is 0.0847. (5) The peptide sequence is NVSIPWTHK. The MHC is HLA-A31:01 with pseudo-sequence HLA-A31:01. The binding affinity (normalized) is 0.367. (6) The peptide sequence is FMDPGIFPR. The MHC is HLA-A68:02 with pseudo-sequence HLA-A68:02. The binding affinity (normalized) is 0.0847. (7) The binding affinity (normalized) is 0.576. The peptide sequence is GRYNLVPPK. The MHC is HLA-B27:05 with pseudo-sequence HLA-B27:05.